This data is from Forward reaction prediction with 1.9M reactions from USPTO patents (1976-2016). The task is: Predict the product of the given reaction. (1) Given the reactants [C:1]([C:4]1[C:5](=[O:23])[CH2:6][CH2:7][C:8]2([CH2:19][CH2:20][CH2:21][CH3:22])[C:16]=1[C:15]1[C:10](=[CH:11][C:12]([NH2:18])=[C:13]([F:17])[CH:14]=1)[CH2:9]2)(=[O:3])[CH3:2].N#N.[Br:26]N1C(=O)CCC1=O, predict the reaction product. The product is: [C:1]([C:4]1[C:5](=[O:23])[CH2:6][CH2:7][C:8]2([CH2:19][CH2:20][CH2:21][CH3:22])[C:16]=1[C:15]1[C:10](=[C:11]([Br:26])[C:12]([NH2:18])=[C:13]([F:17])[CH:14]=1)[CH2:9]2)(=[O:3])[CH3:2]. (2) The product is: [CH2:1]([O:3][C:4](=[O:28])[C:5]1[CH:10]=[C:9]([Br:11])[C:8]([CH2:12][Br:29])=[CH:7][C:6]=1[N:13]([C:14]([O:16][C:17]([CH3:20])([CH3:19])[CH3:18])=[O:15])[C:21]([O:23][C:24]([CH3:27])([CH3:26])[CH3:25])=[O:22])[CH3:2]. Given the reactants [CH2:1]([O:3][C:4](=[O:28])[C:5]1[CH:10]=[C:9]([Br:11])[C:8]([CH3:12])=[CH:7][C:6]=1[N:13]([C:21]([O:23][C:24]([CH3:27])([CH3:26])[CH3:25])=[O:22])[C:14]([O:16][C:17]([CH3:20])([CH3:19])[CH3:18])=[O:15])[CH3:2].[Br:29]CC1C=C(C=CC=1S(CC)(=O)=O)C#N, predict the reaction product. (3) Given the reactants C[O:2][C:3]([C@@H:5]1[C@@H:9]([C:10]2[CH:15]=[C:14]([C:16]([F:19])([F:18])[F:17])[CH:13]=[C:12]([C:20]([F:23])([F:22])[F:21])[CH:11]=2)[CH2:8][NH:7][CH2:6]1)=[O:4].[OH-].[Na+].O([C:34]([O:36][C:37]([CH3:40])([CH3:39])[CH3:38])=[O:35])[C:34]([O:36][C:37]([CH3:40])([CH3:39])[CH3:38])=[O:35], predict the reaction product. The product is: [C:37]([O:36][C:34]([N:7]1[CH2:8][C@H:9]([C:10]2[CH:15]=[C:14]([C:16]([F:19])([F:18])[F:17])[CH:13]=[C:12]([C:20]([F:21])([F:22])[F:23])[CH:11]=2)[C@@H:5]([C:3]([OH:4])=[O:2])[CH2:6]1)=[O:35])([CH3:38])([CH3:39])[CH3:40]. (4) The product is: [C:13]([O:17][C:18]([N:20]1[CH2:24][CH2:23][CH:22]([C:25](=[O:27])[N:30]([O:31][CH3:32])[CH3:29])[CH2:21]1)=[O:19])([CH3:14])([CH3:15])[CH3:16]. Given the reactants C(N1C=CN=C1)(N1C=CN=C1)=O.[C:13]([O:17][C:18]([N:20]1[CH2:24][CH2:23][CH:22]([C:25]([OH:27])=O)[CH2:21]1)=[O:19])([CH3:16])([CH3:15])[CH3:14].Cl.[CH3:29][NH:30][O:31][CH3:32], predict the reaction product.